The task is: Token-level Classification. Given an antigen amino acid sequence, predict which amino acid positions are active epitope sites capable of antibody binding. Output is a list of indices for active positions.. This data is from B-cell epitopes from IEDB database with 3,159 antigens for binding position prediction. Given the antigen sequence: RTFGYTIKRTTVKTPSWAVDMMRFNINDFLPPGGGSNPRSVPFEYYRIRKVKVEFWPCSPITQGDRGVGSSAVILNDNFVTKATALTYDPYVNYSSRHTITQPFSYHSRYFTPKPVLDSTIDYFQPNNKRNQLWLRLQTTGNVDHVGLGTAFENSIYDQEYNIRVTMYVQFREFNLKDPPLNP, which amino acid positions are active epitope sites? The epitope positions are: [71, 72, 73, 74, 75, 76, 77, 78, 79, 80, 81, 82, 83, 84, 85]. The amino acids at these positions are: AVILNDNFVTKATAL.